Dataset: Experimentally validated miRNA-target interactions with 360,000+ pairs, plus equal number of negative samples. Task: Binary Classification. Given a miRNA mature sequence and a target amino acid sequence, predict their likelihood of interaction. (1) Result: 0 (no interaction). The protein sequence of the target gene is MATAASNPYSILSSSSLVHADSAGMQQGSPFRNPQKLLQSDYLQGVPSNGHPLGHHWVTSLSDGGPWSSTLATSPLDQQDVKPGREDLQLGAIIHHRSPHVAHHSPHTNHPNAWGASPAPNSSITSSGQPLNVYSQPGFTVSGMLEHGGLTPPPAAASTQSLHPVLREPPDHGELGSHHCQDHSDEETPTSDELEQFAKQFKQRRIKLGFTQADVGLALGTLYGNVFSQTTICRFEALQLSFKNMCKLKPLLNKWLEEADSSTGSPTSIDKIAAQGRKRKKRTSIEVSVKGVLETHFLKC.... The miRNA is hsa-miR-6781-3p with sequence UGCCUCUUUUCCACGGCCUCAG. (2) The miRNA is hsa-miR-4772-3p with sequence CCUGCAACUUUGCCUGAUCAGA. The protein sequence of the target gene is MMTAESREATGLSPQAAQEKDGIVIVKVEEEDEEDHMWGQDSTLQDTPPPDPEIFRQRFRRFCYQNTFGPREALSRLKELCHQWLRPEINTKEQILELLVLEQFLSILPKELQVWLQEYRPDSGEEAVTLLEDLELDLSGQQVPGQVHGPEMLARGMVPLDPVQESSSFDLHHEATQSHFKHSSRKPRLLQSRALPAAHIPAPPHEGSPRDQAMASALFTADSQAMVKIEDMAVSLILEEWGCQNLARRNLSRDNRQENYGSAFPQGGENRNENEESTSKAETSEDSASRGETTGRSQKE.... Result: 1 (interaction). (3) The miRNA is hsa-miR-3157-5p with sequence UUCAGCCAGGCUAGUGCAGUCU. The protein sequence of the target gene is MEPAEDSLGATIQPPELVRVPRGRSLRILLGLRGALSPDVRREAAALVALAGPVFLAQLMIFLISIVSSIFCGHLGKVELDAVTLAVSVVNVTGISVGTGLASACDTLMSQSFGGKNLKRVGVILQRGILILLLCCFPCWAIFLNTERLLLLLRQDPDVARLAQVYVMICIPALPAAFLFQLQTRYLQSQGIIMPQVIVGIAANVVNVGMNAFLLYALDLGVVGSAWANTTSQFFLSALLFLYVWWKRIHIHTWGGWTRECFQEWSSYTRLAIPSMFMVCIEWWTFEIGTFLAGLVNVTE.... Result: 0 (no interaction). (4) The miRNA is hsa-miR-7-5p with sequence UGGAAGACUAGUGAUUUUGUUGUU. The protein sequence of the target gene is MLKRKPSNVSEKEKHQKPKRSSSFGNFDRFRNNSLSKPDDSTEAHEGDPTNGSGEQSKTSNNGGGLGKKMRAISWTMKKKVGKKYIKALSEEKDEEDGENAHPYRNSDPVIGTHTEKVSLKASDSMDSLYSGQSSSSGITSCSDGTSNRDSFRLDDDGPYSGPFCGRARVHTDFTPSPYDTDSLKIKKGDIIDIICKTPMGMWTGMLNNKVGNFKFIYVDVISEEEAAPKKIKANRRSNSKKSKTLQEFLERIHLQEYTSTLLLNGYETLEDLKDIKESHLIELNIENPDDRRRLLSAAE.... Result: 1 (interaction). (5) The miRNA is hsa-miR-6080 with sequence UCUAGUGCGGGCGUUCCCG. The protein sequence of the target gene is MQAAVAVSVPFLLLCVLGTCPPARCGQAGDASLMELEKRKENRFVERQSIVPLRLIYRSGGEDESRHDALDTRVRGDLGGPQLTHVDQASFQVDAFGTSFILDVVLNHDLLSSEYIERHIEHGGKTVEVKGGEHCYYQGHIRGNPDSFVALSTCHGLHGMFYDGNHTYLIEPEENDTTQEDFHFHSVYKSRLFEFSLDDLPSEFQQVNITPSKFILKPRPKRSKRQLRRYPRNVEEETKYIELMIVNDHLMFKKHRLSVVHTNTYAKSVVNMADLIYKDQLKTRIVLVAMETWATDNKFA.... Result: 1 (interaction). (6) The miRNA is hsa-miR-4681 with sequence AACGGGAAUGCAGGCUGUAUCU. Result: 1 (interaction). The protein sequence of the target gene is MPSCDPGPGPACLPTKTFRSYLPRCHRTYSCVHCRAHLAKHDELISKSFQGSHGRAYLFNSVVNVGCGPAEQRLLLTGLHSVADIFCESCKTTLGWKYEQAFETSQKYKEGKYIIEMSHMVKDNGWD.